This data is from Forward reaction prediction with 1.9M reactions from USPTO patents (1976-2016). The task is: Predict the product of the given reaction. (1) Given the reactants [Cl:1][C:2]1[CH:7]=[CH:6][C:5]([NH:8][C:9](=[O:14])[CH2:10][N:11]([CH3:13])[CH3:12])=[CH:4][C:3]=1[N+:15]([O-])=O.Cl, predict the reaction product. The product is: [NH2:15][C:3]1[CH:4]=[C:5]([NH:8][C:9](=[O:14])[CH2:10][N:11]([CH3:12])[CH3:13])[CH:6]=[CH:7][C:2]=1[Cl:1]. (2) Given the reactants Cl.[C:2]1([C@:8]23[CH2:16][NH:15][CH2:14][C@H:13]2[CH2:12][S:11][C:10]([NH:17][C:18](=[O:25])[C:19]2[CH:24]=[CH:23][CH:22]=[CH:21][CH:20]=2)=[N:9]3)[CH:7]=[CH:6][CH:5]=[CH:4][CH:3]=1.[Cl:26][C:27]1[N:32]=[C:31]([C:33]([OH:36])([CH3:35])[CH3:34])[C:30]([F:37])=[CH:29][N:28]=1.[CH:38](N(C(C)C)CC)(C)C.[OH-].[Li+], predict the reaction product. The product is: [ClH:26].[F:37][C:30]1[C:31]([C:33]([OH:36])([CH3:35])[CH3:34])=[N:32][C:27]([N:15]2[CH2:14][C@@H:13]3[C@@:8]([C:2]4[CH:3]=[CH:4][CH:5]=[CH:6][CH:7]=4)([N:9]=[C:10]([NH:17][C:18](=[O:25])[C:19]4[CH:20]=[CH:21][CH:22]=[CH:23][CH:24]=4)[S:11][CH2:12]3)[CH2:16]2)=[N:28][C:29]=1[CH3:38]. (3) The product is: [F-:2].[CH2:16]([N+:7]([CH2:3][CH2:4][CH2:5][CH3:6])([CH2:8][CH2:9][CH2:10][CH3:11])[CH2:12][CH2:13][CH2:14][CH3:15])[CH2:17][CH2:18][CH3:19]. Given the reactants O.[F-:2].[CH2:3]([N+:7]([CH2:16][CH2:17][CH2:18][CH3:19])([CH2:12][CH2:13][CH2:14][CH3:15])[CH2:8][CH2:9][CH2:10][CH3:11])[CH2:4][CH2:5][CH3:6].C(O)C, predict the reaction product. (4) Given the reactants [N:1]([CH2:4][CH2:5][CH2:6][N:7]1[C:11]([C:12]2[CH:17]=[CH:16][N:15]=[CH:14][CH:13]=2)=[C:10]([C:18]2[CH:23]=[CH:22][C:21]([F:24])=[CH:20][CH:19]=2)[N:9]=[CH:8]1)=[N+]=[N-].[H-].[H-].[H-].[H-].[Li+].[Al+3].CCOC(C)=O, predict the reaction product. The product is: [NH2:1][CH2:4][CH2:5][CH2:6][N:7]1[C:11]([C:12]2[CH:13]=[CH:14][N:15]=[CH:16][CH:17]=2)=[C:10]([C:18]2[CH:23]=[CH:22][C:21]([F:24])=[CH:20][CH:19]=2)[N:9]=[CH:8]1. (5) Given the reactants [CH:1]([C@@H:4]1[CH2:8][O:7][C:6](=[O:9])[N:5]1[C:10]1[CH:18]=[CH:17][C:13]([C:14]([OH:16])=O)=[CH:12][CH:11]=1)([CH3:3])[CH3:2].[CH3:19][C:20]1[C:21]([N:30]2[CH2:35][CH2:34][NH:33][CH2:32][CH2:31]2)=[N:22][CH:23]=[C:24]([C:26]([F:29])([F:28])[F:27])[CH:25]=1, predict the reaction product. The product is: [CH:1]([C@@H:4]1[CH2:8][O:7][C:6](=[O:9])[N:5]1[C:10]1[CH:11]=[CH:12][C:13]([C:14]([N:33]2[CH2:34][CH2:35][N:30]([C:21]3[C:20]([CH3:19])=[CH:25][C:24]([C:26]([F:29])([F:27])[F:28])=[CH:23][N:22]=3)[CH2:31][CH2:32]2)=[O:16])=[CH:17][CH:18]=1)([CH3:2])[CH3:3].